This data is from Catalyst prediction with 721,799 reactions and 888 catalyst types from USPTO. The task is: Predict which catalyst facilitates the given reaction. (1) Reactant: [OH:1][C:2]1[CH:7]=[C:6]([CH3:8])[C:5]([C:9]2[CH:14]=[CH:13][CH:12]=[C:11]([CH2:15][O:16][C:17]3[CH:22]=[CH:21][C:20]([C:23]4([CH2:27][C:28]([O:30][CH2:31][CH3:32])=[O:29])[CH2:26][O:25][CH2:24]4)=[CH:19][CH:18]=3)[CH:10]=2)=[C:4]([CH3:33])[CH:3]=1.CC1C=CC(S(O[CH2:45][CH:46]2[CH2:50][CH2:49][S:48](=[O:52])(=[O:51])[CH2:47]2)(=O)=O)=CC=1.C(=O)([O-])[O-].[Cs+].[Cs+]. Product: [O:51]=[S:48]1(=[O:52])[CH2:49][CH2:50][CH:46]([CH2:45][O:1][C:2]2[CH:3]=[C:4]([CH3:33])[C:5]([C:9]3[CH:14]=[CH:13][CH:12]=[C:11]([CH2:15][O:16][C:17]4[CH:22]=[CH:21][C:20]([C:23]5([CH2:27][C:28]([O:30][CH2:31][CH3:32])=[O:29])[CH2:24][O:25][CH2:26]5)=[CH:19][CH:18]=4)[CH:10]=3)=[C:6]([CH3:8])[CH:7]=2)[CH2:47]1. The catalyst class is: 3. (2) Product: [OH:20][CH2:19][C:17]1[N:18]=[C:13]([O:12][C:11]2[CH:10]=[CH:9][C:8]([CH2:7][C@H:5]3[CH2:4][O:3][C:2](=[O:1])[NH:6]3)=[CH:22][CH:21]=2)[CH:14]=[CH:15][CH:16]=1. Reactant: [O:1]=[C:2]1[NH:6][C@@H:5]([CH2:7][C:8]2[CH:22]=[CH:21][C:11]([O:12][C:13]3[N:18]=[C:17]([CH:19]=[O:20])[CH:16]=[CH:15][CH:14]=3)=[CH:10][CH:9]=2)[CH2:4][O:3]1.[BH4-].[Na+]. The catalyst class is: 5. (3) Reactant: F[C:2]1[CH:9]=[CH:8][C:5]([CH:6]=[O:7])=[CH:4][CH:3]=1.[CH3:10][N:11]([CH3:20])[CH2:12][CH2:13][N:14]1[CH2:19][CH2:18][NH:17][CH2:16][CH2:15]1.C([O-])([O-])=O.[K+].[K+]. Product: [CH3:10][N:11]([CH3:20])[CH2:12][CH2:13][N:14]1[CH2:19][CH2:18][N:17]([C:2]2[CH:9]=[CH:8][C:5]([CH:6]=[O:7])=[CH:4][CH:3]=2)[CH2:16][CH2:15]1. The catalyst class is: 18. (4) Reactant: [N:1]1([NH:7][C:8]([C:10]2[C:14]([CH3:15])=[C:13]([C:16]3[CH:21]=[CH:20][C:19]([C:22]#[C:23][CH2:24][OH:25])=[CH:18][CH:17]=3)[N:12]([C:26]3[CH:31]=[CH:30][C:29]([Cl:32])=[CH:28][C:27]=3[Cl:33])[N:11]=2)=[O:9])[CH2:6][CH2:5][CH2:4][CH2:3][CH2:2]1.C(Cl)Cl. Product: [N:1]1([NH:7][C:8]([C:10]2[C:14]([CH3:15])=[C:13]([C:16]3[CH:17]=[CH:18][C:19]([CH2:22][CH2:23][CH2:24][OH:25])=[CH:20][CH:21]=3)[N:12]([C:26]3[CH:31]=[CH:30][C:29]([Cl:32])=[CH:28][C:27]=3[Cl:33])[N:11]=2)=[O:9])[CH2:6][CH2:5][CH2:4][CH2:3][CH2:2]1. The catalyst class is: 123. (5) Reactant: [Cl:1][C:2]1[CH:3]=[CH:4][C:5]([O:29][CH:30]([F:32])[F:31])=[C:6]([C:8]2[C:12]([NH:13][C:14]([C:16]3[CH:17]=[N:18][N:19]4[CH:24]=[CH:23][CH:22]=[N:21][C:20]=34)=[O:15])=[CH:11][N:10]([CH2:25][C:26](O)=[O:27])[N:9]=2)[CH:7]=1.Cl.[N:34]1([CH2:40][CH2:41][C:42]([O:44][CH3:45])=[O:43])[CH2:39][CH2:38][NH:37][CH2:36][CH2:35]1.CCN(C(C)C)C(C)C.CN(C(ON1N=NC2C=CC=NC1=2)=[N+](C)C)C.F[P-](F)(F)(F)(F)F. Product: [Cl:1][C:2]1[CH:3]=[CH:4][C:5]([O:29][CH:30]([F:32])[F:31])=[C:6]([C:8]2[C:12]([NH:13][C:14]([C:16]3[CH:17]=[N:18][N:19]4[CH:24]=[CH:23][CH:22]=[N:21][C:20]=34)=[O:15])=[CH:11][N:10]([CH2:25][C:26]([N:37]3[CH2:38][CH2:39][N:34]([CH2:40][CH2:41][C:42]([O:44][CH3:45])=[O:43])[CH2:35][CH2:36]3)=[O:27])[N:9]=2)[CH:7]=1. The catalyst class is: 3.